The task is: Predict which catalyst facilitates the given reaction.. This data is from Catalyst prediction with 721,799 reactions and 888 catalyst types from USPTO. (1) Reactant: C[O:2][C:3](=[O:20])[C:4]1[CH:9]=[CH:8][C:7]([C:10]([CH3:18])([CH3:17])[O:11][SiH2:12][C:13]([CH3:16])([CH3:15])[CH3:14])=[C:6]([F:19])[CH:5]=1.[OH-].[Na+]. Product: [C:13]([SiH2:12][O:11][C:10]([CH3:18])([CH3:17])[C:7]1[CH:8]=[CH:9][C:4]([C:3]([OH:20])=[O:2])=[CH:5][C:6]=1[F:19])([CH3:16])([CH3:14])[CH3:15]. The catalyst class is: 14. (2) Reactant: [O:1]=[C:2]1[C:10]2([C:14]3[CH:15]=[CH:16][C:17]([O:19][CH:20]4[CH2:24][CH2:23][N:22]([C:25]([O:27][C:28]([CH3:31])([CH3:30])[CH3:29])=[O:26])[CH2:21]4)=[CH:18][C:13]=3[O:12][CH2:11]2)[C:9]2[C:4](=[CH:5][CH:6]=[CH:7][CH:8]=2)[NH:3]1.[H-].[Na+].Br[CH2:35][C:36]1[O:37][C:38]([C:41]([F:44])([F:43])[F:42])=[CH:39][CH:40]=1. Product: [O:1]=[C:2]1[C:10]2([C:14]3[CH:15]=[CH:16][C:17]([O:19][CH:20]4[CH2:24][CH2:23][N:22]([C:25]([O:27][C:28]([CH3:31])([CH3:30])[CH3:29])=[O:26])[CH2:21]4)=[CH:18][C:13]=3[O:12][CH2:11]2)[C:9]2[C:4](=[CH:5][CH:6]=[CH:7][CH:8]=2)[N:3]1[CH2:35][C:36]1[O:37][C:38]([C:41]([F:44])([F:43])[F:42])=[CH:39][CH:40]=1. The catalyst class is: 9.